This data is from Catalyst prediction with 721,799 reactions and 888 catalyst types from USPTO. The task is: Predict which catalyst facilitates the given reaction. (1) Reactant: [Br:1][C:2]1[N:3]=[C:4]([NH:9][CH2:10][C:11]2[CH:12]=[C:13]3[C:18](=[CH:19][CH:20]=2)[N:17]=[CH:16][N:15]=[CH:14]3)[C:5]([NH2:8])=[N:6][CH:7]=1.[N:21](OCCC(C)C)=O. Product: [Br:1][C:2]1[N:3]=[C:4]2[N:9]([CH2:10][C:11]3[CH:12]=[C:13]4[C:18](=[CH:19][CH:20]=3)[N:17]=[CH:16][N:15]=[CH:14]4)[N:21]=[N:8][C:5]2=[N:6][CH:7]=1. The catalyst class is: 121. (2) Reactant: [C:1]([C:4]1[C:34](=[O:35])[C@@:8]2([CH3:36])[C:9]3[C:15]([OH:16])=[CH:14][C:13]([O:17][CH3:18])=[C:12]([C:19]([NH:21][CH2:22][C:23]4[C:32]5[C:27](=[CH:28][CH:29]=[CH:30][CH:31]=5)[CH:26]=[CH:25][C:24]=4[CH3:33])=[O:20])[C:10]=3[O:11][C:7]2=[CH:6][C:5]=1[OH:37])(=O)[CH3:2].Cl.[CH2:39]([O:42][NH2:43])[C:40]#[CH:41].C(=O)(O)[O-].[Na+]. Product: [OH:16][C:15]1[C:9]2[C@:8]3([CH3:36])[C:34](=[O:35])[C:4](/[C:1](=[N:43]/[O:42][CH2:39][C:40]#[CH:41])/[CH3:2])=[C:5]([OH:37])[CH:6]=[C:7]3[O:11][C:10]=2[C:12]([C:19]([NH:21][CH2:22][C:23]2[C:32]3[C:27](=[CH:28][CH:29]=[CH:30][CH:31]=3)[CH:26]=[CH:25][C:24]=2[CH3:33])=[O:20])=[C:13]([O:17][CH3:18])[CH:14]=1. The catalyst class is: 83.